Dataset: Reaction yield outcomes from USPTO patents with 853,638 reactions. Task: Predict the reaction yield, written as a fraction of the theoretical maximum amount of product (1.0 means a 100% yield; for example, 0.34 means a 34% yield). (1) The reactants are [F:1][C:2]1([F:33])[CH2:7][CH2:6][N:5]([C:8]([C:10]2[NH:11][C:12]3[C:17]([CH:18]=2)=[CH:16][C:15]([C:19]([N:21]2[CH2:26][CH2:25][CH:24]([N:27]4[CH2:32][CH2:31][O:30][CH2:29][CH2:28]4)[CH2:23][CH2:22]2)=[O:20])=[CH:14][CH:13]=3)=[O:9])[CH2:4][CH2:3]1.[H-].[Na+].CS(O[CH2:41][C:42]([F:45])([F:44])[F:43])(=O)=O. The catalyst is CN(C)C=O. The product is [F:33][C:2]1([F:1])[CH2:3][CH2:4][N:5]([C:8]([C:10]2[N:11]([CH2:41][C:42]([F:45])([F:44])[F:43])[C:12]3[C:17]([CH:18]=2)=[CH:16][C:15]([C:19]([N:21]2[CH2:26][CH2:25][CH:24]([N:27]4[CH2:28][CH2:29][O:30][CH2:31][CH2:32]4)[CH2:23][CH2:22]2)=[O:20])=[CH:14][CH:13]=3)=[O:9])[CH2:6][CH2:7]1. The yield is 0.560. (2) The reactants are [NH2:1][C:2]1[CH:3]=[C:4]([CH:24]=[CH:25][CH:26]=1)[CH2:5][S:6][C:7]1[NH:8][C:9](=[O:23])[C:10]([C:21]#[N:22])=[C:11]([C:13]2[CH:18]=[CH:17][CH:16]=[C:15]([O:19][CH3:20])[CH:14]=2)[N:12]=1.CN(C1C=CC=CN=1)C.[F:36][C:37]1[CH:38]=[C:39]([N:44]=[C:45]=[O:46])[CH:40]=[C:41]([F:43])[CH:42]=1. The catalyst is C1COCC1. The product is [C:21]([C:10]1[C:9](=[O:23])[NH:8][C:7]([S:6][CH2:5][C:4]2[CH:3]=[C:2]([NH:1][C:45]([NH:44][C:39]3[CH:40]=[C:41]([F:43])[CH:42]=[C:37]([F:36])[CH:38]=3)=[O:46])[CH:26]=[CH:25][CH:24]=2)=[N:12][C:11]=1[C:13]1[CH:18]=[CH:17][CH:16]=[C:15]([O:19][CH3:20])[CH:14]=1)#[N:22]. The yield is 0.100.